Dataset: NCI-60 drug combinations with 297,098 pairs across 59 cell lines. Task: Regression. Given two drug SMILES strings and cell line genomic features, predict the synergy score measuring deviation from expected non-interaction effect. (1) Drug 1: CC1=C(C=C(C=C1)NC2=NC=CC(=N2)N(C)C3=CC4=NN(C(=C4C=C3)C)C)S(=O)(=O)N.Cl. Drug 2: CN(C(=O)NC(C=O)C(C(C(CO)O)O)O)N=O. Cell line: CAKI-1. Synergy scores: CSS=13.0, Synergy_ZIP=-5.34, Synergy_Bliss=-1.34, Synergy_Loewe=-16.7, Synergy_HSA=-0.132. (2) Drug 1: COC1=NC(=NC2=C1N=CN2C3C(C(C(O3)CO)O)O)N. Drug 2: CC(C)NC(=O)C1=CC=C(C=C1)CNNC.Cl. Cell line: SNB-19. Synergy scores: CSS=-2.50, Synergy_ZIP=2.91, Synergy_Bliss=4.32, Synergy_Loewe=0.300, Synergy_HSA=0.520. (3) Drug 2: CCC1=C2CN3C(=CC4=C(C3=O)COC(=O)C4(CC)O)C2=NC5=C1C=C(C=C5)O. Cell line: BT-549. Synergy scores: CSS=46.8, Synergy_ZIP=0.700, Synergy_Bliss=1.65, Synergy_Loewe=2.42, Synergy_HSA=6.07. Drug 1: COC1=CC(=CC(=C1O)OC)C2C3C(COC3=O)C(C4=CC5=C(C=C24)OCO5)OC6C(C(C7C(O6)COC(O7)C8=CC=CS8)O)O. (4) Drug 1: C1=CC(=CC=C1CCCC(=O)O)N(CCCl)CCCl. Drug 2: CC(C)NC(=O)C1=CC=C(C=C1)CNNC.Cl. Cell line: NCI-H460. Synergy scores: CSS=34.6, Synergy_ZIP=1.65, Synergy_Bliss=1.61, Synergy_Loewe=-9.96, Synergy_HSA=-1.18. (5) Drug 1: C1CC(C1)(C(=O)O)C(=O)O.[NH2-].[NH2-].[Pt+2]. Drug 2: CC1=C(C=C(C=C1)C(=O)NC2=CC(=CC(=C2)C(F)(F)F)N3C=C(N=C3)C)NC4=NC=CC(=N4)C5=CN=CC=C5. Cell line: SNB-75. Synergy scores: CSS=-2.88, Synergy_ZIP=1.06, Synergy_Bliss=0.179, Synergy_Loewe=-1.40, Synergy_HSA=-3.31. (6) Drug 1: C1CNP(=O)(OC1)N(CCCl)CCCl. Drug 2: C(CN)CNCCSP(=O)(O)O. Cell line: IGROV1. Synergy scores: CSS=-3.60, Synergy_ZIP=2.14, Synergy_Bliss=-0.442, Synergy_Loewe=-4.29, Synergy_HSA=-4.64. (7) Drug 1: CC1=C(C=C(C=C1)NC(=O)C2=CC=C(C=C2)CN3CCN(CC3)C)NC4=NC=CC(=N4)C5=CN=CC=C5. Drug 2: CCC1=C2CN3C(=CC4=C(C3=O)COC(=O)C4(CC)O)C2=NC5=C1C=C(C=C5)O. Cell line: NCI-H322M. Synergy scores: CSS=-0.842, Synergy_ZIP=0.758, Synergy_Bliss=-2.56, Synergy_Loewe=-4.53, Synergy_HSA=-8.17.